Dataset: Forward reaction prediction with 1.9M reactions from USPTO patents (1976-2016). Task: Predict the product of the given reaction. Given the reactants [CH3:1][C:2]([S@@:5](/[N:7]=[CH:8]/[CH:9]1[CH2:14][CH2:13][O:12][CH2:11][CH2:10]1)=[O:6])([CH3:4])[CH3:3].[CH3:15][Mg]Br, predict the reaction product. The product is: [CH3:4][C:2]([S@@:5]([NH:7][C@@H:8]([CH:9]1[CH2:10][CH2:11][O:12][CH2:13][CH2:14]1)[CH3:15])=[O:6])([CH3:1])[CH3:3].